This data is from Peptide-MHC class II binding affinity with 134,281 pairs from IEDB. The task is: Regression. Given a peptide amino acid sequence and an MHC pseudo amino acid sequence, predict their binding affinity value. This is MHC class II binding data. The peptide sequence is LASFTPVIQDQDLEM. The MHC is DRB1_0301 with pseudo-sequence DRB1_0301. The binding affinity (normalized) is 0.628.